This data is from Reaction yield outcomes from USPTO patents with 853,638 reactions. The task is: Predict the reaction yield, written as a fraction of the theoretical maximum amount of product (1.0 means a 100% yield; for example, 0.34 means a 34% yield). (1) The reactants are [F:1][C:2]1[CH:7]=[CH:6][C:5]([CH:8]2[C:17]([CH3:24])([C:18]3[N:22]([CH3:23])[N:21]=[CH:20][N:19]=3)[C:16](=O)[C:15]3[C:14]([C:26]([O:28]CC)=O)=[CH:13][CH:12]=[CH:11][C:10]=3[NH:9]2)=[CH:4][CH:3]=1.O.[NH2:32][NH2:33]. The catalyst is CO. The product is [F:1][C:2]1[CH:7]=[CH:6][C:5]([CH:8]2[NH:9][C:10]3[C:15]4[C:16](=[N:32][NH:33][C:26](=[O:28])[C:14]=4[CH:13]=[CH:12][CH:11]=3)[C:17]2([CH3:24])[C:18]2[N:22]([CH3:23])[N:21]=[CH:20][N:19]=2)=[CH:4][CH:3]=1. The yield is 0.540. (2) The reactants are [CH:1]1[C:13]2[CH:12]([CH2:14][O:15][C:16]([NH:18][C:19]([CH3:55])([C:21]([NH:23][C@H:24]([C:28]([N:30]([C@@H:32]([C@@H:51]([CH3:54])[CH2:52][CH3:53])[C@H:33]([O:49][CH3:50])[CH2:34][C:35](=[O:48])OC3C(F)=C(F)C(F)=C(F)C=3F)[CH3:31])=[O:29])[CH:25]([CH3:27])[CH3:26])=[O:22])[CH3:20])=[O:17])[C:11]3[C:6](=[CH:7][CH:8]=[CH:9][CH:10]=3)[C:5]=2[CH:4]=[CH:3][CH:2]=1.Cl.[CH3:57][O:58][C@@H:59]([C@@H:65]1[CH2:69][CH2:68][CH2:67][NH:66]1)[C@@H:60]([CH3:64])[C:61]([OH:63])=[O:62].C(N(C(C)C)CC)(C)C. The catalyst is ClCCl. The product is [CH:5]1[C:13]2[CH:12]([CH2:14][O:15][C:16]([NH:18][C:19]([CH3:55])([C:21]([NH:23][C@H:24]([C:28]([N:30]([C@@H:32]([C@@H:51]([CH3:54])[CH2:52][CH3:53])[C@H:33]([O:49][CH3:50])[CH2:34][C:35]([N:66]3[CH2:67][CH2:68][CH2:69][C@H:65]3[C@H:59]([O:58][CH3:57])[C@H:60]([C:61]([OH:63])=[O:62])[CH3:64])=[O:48])[CH3:31])=[O:29])[CH:25]([CH3:26])[CH3:27])=[O:22])[CH3:20])=[O:17])[C:11]3[C:6](=[CH:7][CH:8]=[CH:9][CH:10]=3)[C:1]=2[CH:2]=[CH:3][CH:4]=1. The yield is 0.830. (3) The reactants are [Cl:1][C:2]1[CH:3]=[C:4]([CH:17]=[CH:18][C:19]=1[Cl:20])[CH2:5][NH:6][C:7]1[CH:8]=[CH:9][C:10]2[N:11]([C:13](I)=[CH:14][N:15]=2)[N:12]=1.[C:21]1([CH2:27][C:28]#[CH:29])[CH:26]=[CH:25][CH:24]=[CH:23][CH:22]=1.[I-].O. The catalyst is C(N(CC)CC)C.Cl[Pd](Cl)([P](C1C=CC=CC=1)(C1C=CC=CC=1)C1C=CC=CC=1)[P](C1C=CC=CC=1)(C1C=CC=CC=1)C1C=CC=CC=1. The product is [Cl:1][C:2]1[CH:3]=[C:4]([CH:17]=[CH:18][C:19]=1[Cl:20])[CH2:5][NH:6][C:7]1[CH:8]=[CH:9][C:10]2[N:11]([C:13]([C:29]#[C:28][CH2:27][C:21]3[CH:26]=[CH:25][CH:24]=[CH:23][CH:22]=3)=[CH:14][N:15]=2)[N:12]=1. The yield is 0.820. (4) The reactants are C(OC(=O)[NH:7][CH:8]1[CH2:13][CH2:12][N:11]([C:14](=[O:45])[CH:15]([N:22]2[C:26]3[CH:27]=[C:28]([C:31]#[N:32])[CH:29]=[CH:30][C:25]=3[N:24]([S:33]([C:36]3[CH:41]=[CH:40][C:39]([O:42][CH3:43])=[CH:38][CH:37]=3)(=[O:35])=[O:34])[C:23]2=[O:44])[C:16]2[CH:21]=[CH:20][CH:19]=[CH:18][CH:17]=2)[CH2:10][CH2:9]1)(C)(C)C.FC(F)(F)C(O)=O. The product is [NH2:7][CH:8]1[CH2:9][CH2:10][N:11]([C:14](=[O:45])[CH:15]([N:22]2[C:26]3[CH:27]=[C:28]([C:31]#[N:32])[CH:29]=[CH:30][C:25]=3[N:24]([S:33]([C:36]3[CH:37]=[CH:38][C:39]([O:42][CH3:43])=[CH:40][CH:41]=3)(=[O:34])=[O:35])[C:23]2=[O:44])[C:16]2[CH:21]=[CH:20][CH:19]=[CH:18][CH:17]=2)[CH2:12][CH2:13]1. The catalyst is C(Cl)Cl. The yield is 0.830. (5) The reactants are Cl[C:2]1[N:7]=[C:6]([C:8]2[CH:13]=[CH:12][CH:11]=[C:10]([C:14]#[C:15][C@:16]3([OH:23])[CH2:20][CH2:19][N:18]([CH3:21])[C:17]3=[O:22])[CH:9]=2)[N:5]=[C:4]([C:24]([O:26][CH2:27][CH3:28])=[O:25])[CH:3]=1.[F:29][C:30]1[CH:31]=[C:32](B(O)O)[CH:33]=[C:34]([F:36])[CH:35]=1. No catalyst specified. The product is [F:29][C:30]1[CH:31]=[C:32]([C:2]2[N:7]=[C:6]([C:8]3[CH:13]=[CH:12][CH:11]=[C:10]([C:14]#[C:15][C@:16]4([OH:23])[CH2:20][CH2:19][N:18]([CH3:21])[C:17]4=[O:22])[CH:9]=3)[N:5]=[C:4]([C:24]([O:26][CH2:27][CH3:28])=[O:25])[CH:3]=2)[CH:33]=[C:34]([F:36])[CH:35]=1. The yield is 0.470. (6) The reactants are [Cl:1][C:2]1[CH:7]=[CH:6][C:5]([NH:8][C:9](=[O:31])[NH:10][C:11]2[CH:30]=[CH:29][C:14]([O:15][C:16]3[CH:21]=[CH:20][N:19]=[C:18]([C:22]([O:24]C(C)(C)C)=[O:23])[CH:17]=3)=[CH:13][CH:12]=2)=[CH:4][C:3]=1[C:32]([F:35])([F:34])[F:33].FC(F)(F)C(O)=O.C([SiH](CC)CC)C. The catalyst is ClCCl. The product is [Cl:1][C:2]1[CH:7]=[CH:6][C:5]([NH:8][C:9](=[O:31])[NH:10][C:11]2[CH:30]=[CH:29][C:14]([O:15][C:16]3[CH:21]=[CH:20][N:19]=[C:18]([C:22]([OH:24])=[O:23])[CH:17]=3)=[CH:13][CH:12]=2)=[CH:4][C:3]=1[C:32]([F:35])([F:33])[F:34]. The yield is 0.900.